From a dataset of Forward reaction prediction with 1.9M reactions from USPTO patents (1976-2016). Predict the product of the given reaction. (1) Given the reactants [Cl:1][C:2]1[CH:7]=[C:6]([N+:8]([O-:10])=[O:9])[C:5]([OH:11])=[C:4]([O:12][CH3:13])[CH:3]=1.C(N(CC)CC)C.[F:21][C:22]([F:35])([F:34])[S:23](O[S:23]([C:22]([F:35])([F:34])[F:21])(=[O:25])=[O:24])(=[O:25])=[O:24], predict the reaction product. The product is: [F:21][C:22]([F:35])([F:34])[S:23]([O:11][C:5]1[C:6]([N+:8]([O-:10])=[O:9])=[CH:7][C:2]([Cl:1])=[CH:3][C:4]=1[O:12][CH3:13])(=[O:25])=[O:24]. (2) Given the reactants [Cl:1][C:2]1[CH:3]=[C:4]([CH:7]=[CH:8][CH:9]=1)[CH2:5]Cl.[CH2:10]([N:17]1[C:25]2[C:20](=[CH:21][CH:22]=[C:23]([CH2:26][C:27]([OH:29])=[O:28])[CH:24]=2)[CH:19]=[CH:18]1)[C:11]1[CH:16]=[CH:15][CH:14]=[CH:13][CH:12]=1, predict the reaction product. The product is: [Cl:1][C:2]1[CH:3]=[C:4]([CH:7]=[CH:8][CH:9]=1)[CH2:5][N:17]1[C:25]2[C:20](=[CH:21][CH:22]=[C:23]([CH2:26][C:27]([OH:29])=[O:28])[CH:24]=2)[CH:19]=[CH:18]1.[CH2:10]([N:17]1[C:25]2[C:20](=[CH:21][CH:22]=[C:23]([CH2:26][C:27]([OH:29])=[O:28])[CH:24]=2)[CH:19]=[CH:18]1)[C:11]1[CH:12]=[CH:13][CH:14]=[CH:15][CH:16]=1. (3) Given the reactants [CH3:1][N:2]1[CH:7]=[CH:6][C:5](=[O:8])[N:4]([C:9]2[CH:21]=[CH:20][C:12]([CH2:13][C@@H:14]([C:16]([O:18]C)=[O:17])[NH2:15])=[CH:11][CH:10]=2)[C:3]1=[O:22].[CH2:23]([NH:25][C:26]([C:28]1[CH:33]=[CH:32][C:31]([S:34]([NH:37][C:38]2[CH:46]=[C:45]([F:47])[C:41]([C:42](O)=[O:43])=[C:40]([F:48])[CH:39]=2)(=[O:36])=[O:35])=[CH:30][CH:29]=1)=[O:27])[CH3:24].CN(C(ON1N=NC2C=CC=NC1=2)=[N+](C)C)C.F[P-](F)(F)(F)(F)F.C(N(C(C)C)CC)(C)C, predict the reaction product. The product is: [CH2:23]([NH:25][C:26]([C:28]1[CH:33]=[CH:32][C:31]([S:34]([NH:37][C:38]2[CH:39]=[C:40]([F:48])[C:41]([C:42]([NH:15][C@H:14]([C:16]([OH:18])=[O:17])[CH2:13][C:12]3[CH:20]=[CH:21][C:9]([N:4]4[C:5](=[O:8])[CH:6]=[CH:7][N:2]([CH3:1])[C:3]4=[O:22])=[CH:10][CH:11]=3)=[O:43])=[C:45]([F:47])[CH:46]=2)(=[O:36])=[O:35])=[CH:30][CH:29]=1)=[O:27])[CH3:24].